The task is: Predict the product of the given reaction.. This data is from Forward reaction prediction with 1.9M reactions from USPTO patents (1976-2016). (1) The product is: [CH3:1][C:2]1[N:3]([CH2:18][C:19]2[CH:23]=[C:22]([C:24]3[CH:29]=[CH:28][CH:27]=[C:26]([C:30]([F:32])([F:31])[F:33])[CH:25]=3)[O:21][N:20]=2)[C:4]2[C:9]([CH:10]=1)=[C:8]([C:11]([F:12])([F:14])[F:13])[C:7]([C:15]#[N:16])=[CH:6][CH:5]=2. Given the reactants [CH3:1][C:2]1[NH:3][C:4]2[C:9]([CH:10]=1)=[C:8]([C:11]([F:14])([F:13])[F:12])[C:7]([C:15]#[N:16])=[CH:6][CH:5]=2.Cl[CH2:18][C:19]1[CH:23]=[C:22]([C:24]2[CH:29]=[CH:28][CH:27]=[C:26]([C:30]([F:33])([F:32])[F:31])[CH:25]=2)[O:21][N:20]=1, predict the reaction product. (2) Given the reactants [OH:1][CH2:2][CH2:3][CH:4]([NH:13]C(=O)OC(C)(C)C)[C:5]1[CH:10]=[CH:9][CH:8]=[CH:7][C:6]=1[O:11][CH3:12].[Cl:21]S([N:25]=[C:26]=[O:27])(=O)=O.O.C(=O)([O-])O.[Na+], predict the reaction product. The product is: [ClH:21].[C:26](=[O:27])([O:1][CH2:2][CH2:3][CH:4]([NH2:13])[C:5]1[CH:10]=[CH:9][CH:8]=[CH:7][C:6]=1[O:11][CH3:12])[NH2:25]. (3) The product is: [C:1]([N:8]1[CH2:13][CH2:12][CH:11]([CH2:14][NH:15][C:16]2[CH:31]=[CH:30][C:29]([F:32])=[CH:28][C:17]=2[C:18]([NH:20][C:21]2[CH:26]=[CH:25][C:24]([Cl:27])=[CH:23][N:22]=2)=[O:19])[CH2:10][CH2:9]1)([O:3][C:4]([CH3:6])([CH3:7])[CH3:5])=[O:2]. Given the reactants [C:1]([N:8]1[CH2:13][CH2:12][CH:11]([CH:14]=[N:15][C:16]2[CH:31]=[CH:30][C:29]([F:32])=[CH:28][C:17]=2[C:18]([NH:20][C:21]2[CH:26]=[CH:25][C:24]([Cl:27])=[CH:23][N:22]=2)=[O:19])[CH2:10][CH2:9]1)([O:3][C:4]([CH3:7])([CH3:6])[CH3:5])=[O:2].[B-][N+](C)(C)C, predict the reaction product. (4) Given the reactants [CH3:1][C:2]1([CH3:41])[CH2:7][CH2:6][CH:5]([C:8]2[C:12]([CH2:13][N:14]([CH3:26])[CH2:15][CH2:16][N:17](C)[C:18](=O)OC(C)(C)C)=[CH:11][N:10](C3CCCCO3)[N:9]=2)[CH2:4][C@H:3]1[O:33][CH2:34][CH:35]1[CH2:40][CH2:39][O:38][CH2:37][CH2:36]1.Cl, predict the reaction product. The product is: [CH3:1][C:2]1([CH3:41])[CH2:7][CH2:6][CH:5]([C:8]2[C:12]([CH2:13][N:14]([CH3:26])[CH2:15][CH2:16][NH:17][CH3:18])=[CH:11][NH:10][N:9]=2)[CH2:4][C@H:3]1[O:33][CH2:34][CH:35]1[CH2:36][CH2:37][O:38][CH2:39][CH2:40]1.